The task is: Regression/Classification. Given a drug SMILES string, predict its absorption, distribution, metabolism, or excretion properties. Task type varies by dataset: regression for continuous measurements (e.g., permeability, clearance, half-life) or binary classification for categorical outcomes (e.g., BBB penetration, CYP inhibition). For this dataset (solubility_aqsoldb), we predict Y.. This data is from Aqueous solubility values for 9,982 compounds from the AqSolDB database. (1) The drug is C=CC(C)C(=O)OCC. The Y is -1.58 log mol/L. (2) The drug is CCC(=O)Oc1ccc([N+](=O)[O-])cc1. The Y is -3.89 log mol/L.